From a dataset of Reaction yield outcomes from USPTO patents with 853,638 reactions. Predict the reaction yield, written as a fraction of the theoretical maximum amount of product (1.0 means a 100% yield; for example, 0.34 means a 34% yield). The catalyst is Cl.C(O)C. The yield is 0.860. The product is [Br:1][C:2]1[CH:3]=[C:4]([N+:18]([O-:20])=[O:19])[C:5]2[N:13]=[C:14]([CH2:15][Cl:16])[NH:8][C:6]=2[CH:7]=1. The reactants are [Br:1][C:2]1[CH:3]=[C:4]([N+:18]([O-:20])=[O:19])[C:5]([NH:13][C:14](=O)[CH2:15][Cl:16])=[C:6]([NH:8]C(=O)CCl)[CH:7]=1.O.C(=O)([O-])O.[Na+].